Dataset: Catalyst prediction with 721,799 reactions and 888 catalyst types from USPTO. Task: Predict which catalyst facilitates the given reaction. (1) The catalyst class is: 2. Reactant: [C:1]([O:5][C:6]([NH:8][CH:9]([CH2:12][O:13][Si:14]([C:27]([CH3:30])([CH3:29])[CH3:28])([C:21]1[CH:26]=[CH:25][CH:24]=[CH:23][CH:22]=1)[C:15]1[CH:20]=[CH:19][CH:18]=[CH:17][CH:16]=1)[CH2:10][OH:11])=[O:7])([CH3:4])([CH3:3])[CH3:2].CC(OI1(OC(C)=O)(OC(C)=O)OC(=O)C2C=CC=CC1=2)=O.C(=O)(O)[O-].[Na+].S([O-])([O-])=O.[Na+].[Na+]. Product: [C:1]([O:5][C:6]([NH:8][CH:9]([CH2:12][O:13][Si:14]([C:27]([CH3:30])([CH3:29])[CH3:28])([C:15]1[CH:16]=[CH:17][CH:18]=[CH:19][CH:20]=1)[C:21]1[CH:22]=[CH:23][CH:24]=[CH:25][CH:26]=1)[CH:10]=[O:11])=[O:7])([CH3:4])([CH3:2])[CH3:3]. (2) Reactant: [Cl:1][C:2]1[CH:3]=[C:4]([C:8]2[C:17]3[C:12](=[CH:13][CH:14]=[C:15]([C:18]([OH:37])([C:31]4[N:35]([CH3:36])[CH:34]=[N:33][CH:32]=4)[C:19]4[CH:30]=[CH:29][C:22]([C:23]([O:25]C(C)C)=[O:24])=[CH:21][CH:20]=4)[CH:16]=3)[N:11]([CH3:38])[C:10](=[O:39])[CH:9]=2)[CH:5]=[CH:6][CH:7]=1.[Li+].[OH-]. The catalyst class is: 20. Product: [Cl:1][C:2]1[CH:3]=[C:4]([C:8]2[C:17]3[C:12](=[CH:13][CH:14]=[C:15]([C:18]([OH:37])([C:31]4[N:35]([CH3:36])[CH:34]=[N:33][CH:32]=4)[C:19]4[CH:20]=[CH:21][C:22]([C:23]([OH:25])=[O:24])=[CH:29][CH:30]=4)[CH:16]=3)[N:11]([CH3:38])[C:10](=[O:39])[CH:9]=2)[CH:5]=[CH:6][CH:7]=1. (3) Reactant: [C:1]([Si:5]([CH3:8])([CH3:7])Cl)([CH3:4])([CH3:3])[CH3:2].N1C=CN=C1.[Br:14][C:15]1[CH:20]=[CH:19][C:18]([CH2:21][CH2:22][CH2:23][CH2:24][OH:25])=[CH:17][CH:16]=1.O. Product: [Br:14][C:15]1[CH:16]=[CH:17][C:18]([CH2:21][CH2:22][CH2:23][CH2:24][O:25][Si:5]([C:1]([CH3:4])([CH3:3])[CH3:2])([CH3:8])[CH3:7])=[CH:19][CH:20]=1. The catalyst class is: 9. (4) Reactant: CS(O[CH2:6][CH2:7][CH2:8][C:9]([F:15])([F:14])[C:10]([F:13])([F:12])[F:11])(=O)=O.[I-:16].[Na+].CC(C)=O. Product: [F:14][C:9]([F:15])([C:10]([F:13])([F:12])[F:11])[CH2:8][CH2:7][CH2:6][I:16]. The catalyst class is: 6. (5) Reactant: [F:1][C:2]1[CH:3]=[C:4]([CH:9]=[CH:10][C:11]=1[CH2:12][C:13]([OH:16])([CH3:15])[CH3:14])[C:5]([O:7]C)=[O:6].[Li+].[OH-]. Product: [F:1][C:2]1[CH:3]=[C:4]([CH:9]=[CH:10][C:11]=1[CH2:12][C:13]([OH:16])([CH3:14])[CH3:15])[C:5]([OH:7])=[O:6]. The catalyst class is: 278. (6) Reactant: C(OC(=O)[NH:7][CH2:8][C:9]1[CH:36]=[CH:35][C:12]2[N:13]([CH2:30][CH2:31][CH2:32][CH2:33][OH:34])[C:14]([CH2:16][N:17]3[C:26]4[C:21](=[CH:22][CH:23]=[CH:24][CH:25]=4)[C:20]([O:27][CH3:28])=[CH:19][C:18]3=[O:29])=[N:15][C:11]=2[CH:10]=1)(C)(C)C.C(O)(C(F)(F)F)=O.C(Cl)(=O)C. Product: [NH2:7][CH2:8][C:9]1[CH:36]=[CH:35][C:12]2[N:13]([CH2:30][CH2:31][CH2:32][CH2:33][OH:34])[C:14]([CH2:16][N:17]3[C:26]4[C:21](=[CH:22][CH:23]=[CH:24][CH:25]=4)[C:20]([O:27][CH3:28])=[CH:19][C:18]3=[O:29])=[N:15][C:11]=2[CH:10]=1. The catalyst class is: 2. (7) Reactant: [CH2:1]([C:4]1[CH:9]=[CH:8][C:7]([CH3:10])=[CH:6][C:5]=1[N+:11]([O-])=O)[CH:2]=[CH2:3]. Product: [CH3:10][C:7]1[CH:8]=[CH:9][C:4]([CH2:1][CH2:2][CH3:3])=[C:5]([CH:6]=1)[NH2:11]. The catalyst class is: 153.